Dataset: Reaction yield outcomes from USPTO patents with 853,638 reactions. Task: Predict the reaction yield, written as a fraction of the theoretical maximum amount of product (1.0 means a 100% yield; for example, 0.34 means a 34% yield). (1) The reactants are [CH:1]1([NH2:7])[CH2:6][CH2:5][CH2:4][CH2:3][CH2:2]1.C([O:10][C:11]([C:13]1[C:14](=[O:34])[N:15]([CH2:25][C:26]2[CH:31]=[CH:30][C:29]([O:32][CH3:33])=[CH:28][CH:27]=2)[C:16]2[C:21]([C:22]=1[OH:23])=[CH:20][C:19]([Cl:24])=[CH:18][N:17]=2)=O)C. The catalyst is C1(C)C(C)=CC=CC=1. The product is [CH:1]1([NH:7][C:11]([C:13]2[C:14](=[O:34])[N:15]([CH2:25][C:26]3[CH:31]=[CH:30][C:29]([O:32][CH3:33])=[CH:28][CH:27]=3)[C:16]3[C:21]([C:22]=2[OH:23])=[CH:20][C:19]([Cl:24])=[CH:18][N:17]=3)=[O:10])[CH2:6][CH2:5][CH2:4][CH2:3][CH2:2]1. The yield is 0.890. (2) The reactants are [CH2:1]([O:3][C:4]([C:6]1[O:7][C:8]2[C:13]([C:14](=[O:16])[CH:15]=1)=[CH:12][C:11](I)=[CH:10][CH:9]=2)=[O:5])[CH3:2].[OH:18][C:19]1[CH:24]=[CH:23][C:22](B(O)O)=[CH:21][CH:20]=1.P([O-])([O-])([O-])=O.[K+].[K+].[K+]. The catalyst is COCCOC. The product is [OH:18][C:19]1[CH:24]=[CH:23][C:22]([C:11]2[CH:12]=[C:13]3[C:8](=[CH:9][CH:10]=2)[O:7][C:6]([C:4]([O:3][CH2:1][CH3:2])=[O:5])=[CH:15][C:14]3=[O:16])=[CH:21][CH:20]=1. The yield is 0.130. (3) The reactants are Cl.[CH3:2][NH:3][O:4][CH3:5].CCN(C(C)C)C(C)C.[Cl:15][C:16]1[CH:21]=[CH:20][N:19]=[C:18]([C:22]([OH:24])=O)[CH:17]=1.CN(C(ON1N=NC2C=CC=NC1=2)=[N+](C)C)C.F[P-](F)(F)(F)(F)F. The catalyst is CN(C=O)C. The product is [CH3:5][O:4][N:3]([CH3:2])[C:22]([C:18]1[CH:17]=[C:16]([Cl:15])[CH:21]=[CH:20][N:19]=1)=[O:24]. The yield is 0.960. (4) The yield is 0.940. No catalyst specified. The product is [CH3:25][C:26]1([NH:30][C:21]([C:18]2[N:19]=[N:20][C:15]([O:14][CH2:13][C:12]3[N:8]([C:5]4[CH:4]=[CH:3][C:2]([F:1])=[CH:7][CH:6]=4)[N:9]=[N:10][C:11]=3[CH3:24])=[CH:16][CH:17]=2)=[O:23])[CH2:29][O:28][CH2:27]1. The reactants are [F:1][C:2]1[CH:7]=[CH:6][C:5]([N:8]2[C:12]([CH2:13][O:14][C:15]3[N:20]=[N:19][C:18]([C:21]([OH:23])=O)=[CH:17][CH:16]=3)=[C:11]([CH3:24])[N:10]=[N:9]2)=[CH:4][CH:3]=1.[CH3:25][C:26]1([NH2:30])[CH2:29][O:28][CH2:27]1. (5) The reactants are [Br:1][C:2]1[CH:10]=[C:9]2[C:5]([C:6]([C:15]#[N:16])=[CH:7][N:8]2[CH:11]2[CH2:14][CH2:13][CH2:12]2)=[CH:4][CH:3]=1.C(OB(OC(C)C)OC(C)C)(C)C.[Li+].CC([N-]C(C)C)C.[C:38]([O:42][C:43](=[O:52])[NH:44][C:45]1[CH:50]=[CH:49][C:48](I)=[CH:47][CH:46]=1)([CH3:41])([CH3:40])[CH3:39].C([O-])([O-])=O.[K+].[K+]. The catalyst is C1COCC1.C1C=CC(P(C2C=CC=CC=2)[C-]2C=CC=C2)=CC=1.C1C=CC(P(C2C=CC=CC=2)[C-]2C=CC=C2)=CC=1.Cl[Pd]Cl.[Fe+2].CN(C=O)C. The product is [C:38]([O:42][C:43](=[O:52])[NH:44][C:45]1[CH:46]=[CH:47][C:48]([C:7]2[N:8]([CH:11]3[CH2:14][CH2:13][CH2:12]3)[C:9]3[C:5]([C:6]=2[C:15]#[N:16])=[CH:4][CH:3]=[C:2]([Br:1])[CH:10]=3)=[CH:49][CH:50]=1)([CH3:41])([CH3:39])[CH3:40]. The yield is 0.530. (6) The reactants are [NH2:1][C:2]1[C:3]([C:7]2[N:11]([C:12]3[CH:17]=[CH:16][C:15]([F:18])=[C:14]([Cl:19])[CH:13]=3)[C:10](=[O:20])[O:9][N:8]=2)=[N:4][O:5][N:6]=1.[F:21][C:22]([F:33])([F:32])[C:23](O[C:23](=[O:24])[C:22]([F:33])([F:32])[F:21])=[O:24].N1C=CC=CC=1. The catalyst is ClCCl. The product is [Cl:19][C:14]1[CH:13]=[C:12]([N:11]2[C:10](=[O:20])[O:9][N:8]=[C:7]2[C:3]2[C:2]([NH:1][C:23](=[O:24])[C:22]([F:33])([F:32])[F:21])=[N:6][O:5][N:4]=2)[CH:17]=[CH:16][C:15]=1[F:18]. The yield is 0.990. (7) The reactants are [Cl:1][C:2]1[C:3]([NH2:20])=[CH:4][S:5][C:6]=1[C:7]1[CH:12]=[CH:11][CH:10]=[C:9]([NH:13][CH:14]2[CH2:19][CH2:18][CH2:17][CH2:16][CH2:15]2)[CH:8]=1.C([O-])([O-])=O.[K+].[K+].Br[CH2:28][C:29]([O:31][CH3:32])=[O:30]. The catalyst is CN(C=O)C. The product is [Cl:1][C:2]1[C:3]([NH:20][CH2:28][C:29]([O:31][CH3:32])=[O:30])=[CH:4][S:5][C:6]=1[C:7]1[CH:12]=[CH:11][CH:10]=[C:9]([NH:13][CH:14]2[CH2:19][CH2:18][CH2:17][CH2:16][CH2:15]2)[CH:8]=1. The yield is 0.850. (8) The product is [ClH:19].[CH2:1]([O:8][C:9]1[CH:18]=[C:17]2[C:12]([C:13]([NH:21][C:22]3[CH:23]=[N:24][N:25]([CH2:27][C:28]([NH:30][C:31]4[CH:36]=[CH:35][CH:34]=[C:33]([F:37])[CH:32]=4)=[O:29])[CH:26]=3)=[N:14][CH:15]=[N:16]2)=[CH:11][C:10]=1[F:20])[C:2]1[CH:7]=[CH:6][CH:5]=[CH:4][CH:3]=1. The yield is 0.950. The reactants are [CH2:1]([O:8][C:9]1[CH:18]=[C:17]2[C:12]([C:13]([Cl:19])=[N:14][CH:15]=[N:16]2)=[CH:11][C:10]=1[F:20])[C:2]1[CH:7]=[CH:6][CH:5]=[CH:4][CH:3]=1.[NH2:21][C:22]1[CH:23]=[N:24][N:25]([CH2:27][C:28]([NH:30][C:31]2[CH:36]=[CH:35][CH:34]=[C:33]([F:37])[CH:32]=2)=[O:29])[CH:26]=1. The catalyst is C(O)(C)C.C(OCC)C. (9) The reactants are COC1C=CC(C[O:8][CH2:9][C:10]2[CH:11]=[C:12]([C:32]3[N:40]=[C:39]([CH3:41])[N:38]=[C:37]4[C:33]=3[N:34]=[CH:35][N:36]4C3CCCCO3)[C:13]([NH:16][C:17]3[C:18]4[CH:19]=[N:20][N:21](C5CCCCO5)[C:22]=4[CH:23]=[CH:24][CH:25]=3)=[N:14][CH:15]=2)=CC=1.C(O)(C(F)(F)F)=O. The catalyst is C(Cl)Cl. The product is [NH:21]1[C:22]2[C:18](=[C:17]([NH:16][C:13]3[N:14]=[CH:15][C:10]([CH2:9][OH:8])=[CH:11][C:12]=3[C:32]3[N:40]=[C:39]([CH3:41])[N:38]=[C:37]4[C:33]=3[N:34]=[CH:35][NH:36]4)[CH:25]=[CH:24][CH:23]=2)[CH:19]=[N:20]1. The yield is 0.170.